Dataset: Full USPTO retrosynthesis dataset with 1.9M reactions from patents (1976-2016). Task: Predict the reactants needed to synthesize the given product. (1) Given the product [CH2:1]([O:5][C:6]([C:8]1[N:9]=[C:10]([Br:33])[C:11]2[C:16]([C:17]=1[OH:18])=[CH:15][C:14]([O:19][C:20]1[CH:25]=[CH:24][C:23]([O:26][CH2:27][CH2:28][CH3:29])=[CH:22][CH:21]=1)=[CH:13][CH:12]=2)=[O:7])[CH2:2][CH2:3][CH3:4], predict the reactants needed to synthesize it. The reactants are: [CH2:1]([O:5][C:6]([C:8]1[NH:9][C:10](=O)[C:11]2[C:16]([C:17]=1[OH:18])=[CH:15][C:14]([O:19][C:20]1[CH:25]=[CH:24][C:23]([O:26][CH2:27][CH2:28][CH3:29])=[CH:22][CH:21]=1)=[CH:13][CH:12]=2)=[O:7])[CH2:2][CH2:3][CH3:4].P(Br)(Br)([Br:33])=O.C1(C)C=CC=CC=1. (2) Given the product [CH3:1][N:2]1[C:10]2[C:5](=[CH:6][C:7]([NH:11][C:12]3[N:17]4[N:18]=[CH:19][C:20]([C:21]([NH:43][S:40]([CH2:38][CH3:39])(=[O:42])=[O:41])=[O:23])=[C:16]4[N:15]=[CH:14][C:13]=3[C:24]([N:26]3[CH2:27][CH2:28][CH:29]([C:32]4[CH:37]=[CH:36][CH:35]=[CH:34][CH:33]=4)[CH2:30][CH2:31]3)=[O:25])=[CH:8][CH:9]=2)[CH:4]=[CH:3]1, predict the reactants needed to synthesize it. The reactants are: [CH3:1][N:2]1[C:10]2[C:5](=[CH:6][C:7]([NH:11][C:12]3[N:17]4[N:18]=[CH:19][C:20]([C:21]([OH:23])=O)=[C:16]4[N:15]=[CH:14][C:13]=3[C:24]([N:26]3[CH2:31][CH2:30][CH:29]([C:32]4[CH:37]=[CH:36][CH:35]=[CH:34][CH:33]=4)[CH2:28][CH2:27]3)=[O:25])=[CH:8][CH:9]=2)[CH:4]=[CH:3]1.[CH2:38]([S:40]([NH2:43])(=[O:42])=[O:41])[CH3:39]. (3) Given the product [CH2:1]([C:3]1[CH:9]=[C:8]([I:15])[CH:7]=[CH:6][C:4]=1[NH2:5])[CH3:2], predict the reactants needed to synthesize it. The reactants are: [CH2:1]([C:3]1[CH:9]=[CH:8][CH:7]=[CH:6][C:4]=1[NH2:5])[CH3:2].C([O-])(=O)C.[Na+].[I:15]Cl. (4) Given the product [OH:3][CH:2]([C:4]1[C:12]2[CH:11]=[CH:10][CH:9]=[CH:8][C:7]=2[S:6][CH:5]=1)[CH3:1], predict the reactants needed to synthesize it. The reactants are: [CH3:1][C:2]([C:4]1[C:12]2[C:7](=[CH:8][CH:9]=[CH:10][CH:11]=2)[S:6][CH:5]=1)=[O:3].[BH4-].[Na+]. (5) Given the product [CH2:10]([O:1][C:2]1[CH:9]=[CH:8][CH:7]=[CH:6][C:3]=1[C:4]#[N:5])[C:11]1[CH:16]=[CH:15][CH:14]=[CH:13][CH:12]=1, predict the reactants needed to synthesize it. The reactants are: [OH:1][C:2]1[CH:9]=[CH:8][CH:7]=[CH:6][C:3]=1[C:4]#[N:5].[CH2:10](Br)[C:11]1[CH:16]=[CH:15][CH:14]=[CH:13][CH:12]=1.C(=O)([O-])[O-].[K+].[K+]. (6) Given the product [CH:1]1([N:4]([C:5]2[N:9]=[C:8]([CH:10]=[CH:26][C:24]3[N:25]=[C:18]4[N:17]=[C:16]([CH3:15])[CH:21]=[C:20]([CH3:22])[N:19]4[N:23]=3)[N:7]([CH3:12])[N:6]=2)[CH3:13])[CH2:3][CH2:2]1, predict the reactants needed to synthesize it. The reactants are: [CH:1]1([N:4]([CH3:13])[C:5]2[N:9]=[C:8]([CH:10]=O)[N:7]([CH3:12])[N:6]=2)[CH2:3][CH2:2]1.[Cl-].[CH3:15][C:16]1[CH:21]=[C:20]([CH3:22])[N:19]2[N:23]=[C:24]([CH2:26][P+](C3C=CC=CC=3)(C3C=CC=CC=3)C3C=CC=CC=3)[N:25]=[C:18]2[N:17]=1.C1CCN2C(=NCCC2)CC1. (7) Given the product [ClH:13].[Cl:13][C:14]1[CH:19]=[CH:18][CH:17]=[C:16]([Cl:20])[C:15]=1[O:9][CH:6]1[CH2:7][CH2:8][N:2]([CH3:1])[CH2:3][C:4]2[O:12][CH:11]=[CH:10][C:5]1=2, predict the reactants needed to synthesize it. The reactants are: [CH3:1][N:2]1[CH2:8][CH2:7][CH:6]([OH:9])[C:5]2[CH:10]=[CH:11][O:12][C:4]=2[CH2:3]1.[Cl:13][C:14]1[CH:19]=[CH:18][CH:17]=[C:16]([Cl:20])[C:15]=1F.